From a dataset of Catalyst prediction with 721,799 reactions and 888 catalyst types from USPTO. Predict which catalyst facilitates the given reaction. Reactant: [NH2:1][C:2]1[C:13]([Cl:14])=[CH:12][CH:11]=[C:10]([Cl:15])[C:3]=1[C:4](N(OC)C)=[O:5].[CH2:16](OCC)C.Cl. Product: [NH2:1][C:2]1[C:13]([Cl:14])=[CH:12][CH:11]=[C:10]([Cl:15])[C:3]=1[C:4](=[O:5])[CH3:16]. The catalyst class is: 20.